From a dataset of Full USPTO retrosynthesis dataset with 1.9M reactions from patents (1976-2016). Predict the reactants needed to synthesize the given product. (1) Given the product [CH2:37]([O:36][C:31]1[CH:32]=[C:33]2[C:28](=[CH:29][CH:30]=1)[CH:27]([C:39](=[O:41])[NH:53][C:52]1[CH:51]=[C:50]([F:57])[C:49]([C:46]([CH3:48])([CH3:47])[CH2:45][O:44][CH2:42][CH3:43])=[C:55]([F:56])[CH:54]=1)[N:26]([C:24]([O:23][C:19]([CH3:22])([CH3:21])[CH3:20])=[O:25])[CH2:35][CH2:34]2)[CH3:38], predict the reactants needed to synthesize it. The reactants are: C(P1(=O)OP(CCC)(=O)OP(CCC)(=O)O1)CC.[C:19]([O:23][C:24]([N:26]1[CH2:35][CH2:34][C:33]2[C:28](=[CH:29][CH:30]=[C:31]([O:36][CH2:37][CH3:38])[CH:32]=2)[CH:27]1[C:39]([OH:41])=O)=[O:25])([CH3:22])([CH3:21])[CH3:20].[CH2:42]([O:44][CH2:45][C:46]([C:49]1[C:55]([F:56])=[CH:54][C:52]([NH2:53])=[CH:51][C:50]=1[F:57])([CH3:48])[CH3:47])[CH3:43].CCN(C(C)C)C(C)C. (2) Given the product [Br:6][C:7]1[C:8]([O:17][C:18]2[C:19]([F:25])=[CH:20][CH:21]=[CH:22][C:23]=2[F:24])=[CH:9][C:10]([NH:13][C:14]2[S:15][CH:2]=[C:3]([CH3:4])[N:16]=2)=[N:11][CH:12]=1, predict the reactants needed to synthesize it. The reactants are: Cl[CH2:2][C:3](=O)[CH3:4].[Br:6][C:7]1[C:8]([O:17][C:18]2[C:23]([F:24])=[CH:22][CH:21]=[CH:20][C:19]=2[F:25])=[CH:9][C:10]([NH:13][C:14]([NH2:16])=[S:15])=[N:11][CH:12]=1.C(N(CC)CC)C. (3) Given the product [CH:8]([O:11][C:12]1[N:17]=[CH:16][C:15]([O:18][C:19]2[CH:20]=[CH:21][C:22]([CH2:25][CH2:26][CH:27]([NH:29][CH:3]=[O:4])[CH3:28])=[CH:23][CH:24]=2)=[CH:14][CH:13]=1)([CH3:10])[CH3:9], predict the reactants needed to synthesize it. The reactants are: FC(F)(F)[C:3](O)=[O:4].[CH:8]([O:11][C:12]1[N:17]=[CH:16][C:15]([O:18][C:19]2[CH:24]=[CH:23][C:22]([CH2:25][CH2:26][CH:27]([NH2:29])[CH3:28])=[CH:21][CH:20]=2)=[CH:14][CH:13]=1)([CH3:10])[CH3:9].C(N1C=CN=C1)(N1C=CN=C1)=O.